Dataset: Forward reaction prediction with 1.9M reactions from USPTO patents (1976-2016). Task: Predict the product of the given reaction. (1) Given the reactants [O:1]1[C:10]2[C:5](=[CH:6][CH:7]=[CH:8][CH:9]=2)[CH2:4][CH2:3][CH2:2]1.CN([CH:14]=[O:15])C.P(Cl)(Cl)(Cl)=O, predict the reaction product. The product is: [O:1]1[C:10]2[C:5](=[CH:6][C:7]([CH:14]=[O:15])=[CH:8][CH:9]=2)[CH2:4][CH2:3][CH2:2]1. (2) The product is: [CH2:7]([C:14]1[CH:19]=[C:18]([Cl:20])[CH:17]=[CH:16][C:15]=1[O:21][CH2:25][CH2:24][CH2:23][Br:22])[C:8]1[CH:9]=[CH:10][CH:11]=[CH:12][CH:13]=1. Given the reactants C([O-])([O-])=O.[K+].[K+].[CH2:7]([C:14]1[CH:19]=[C:18]([Cl:20])[CH:17]=[CH:16][C:15]=1[OH:21])[C:8]1[CH:13]=[CH:12][CH:11]=[CH:10][CH:9]=1.[Br:22][CH2:23][CH2:24][CH2:25]Br.CCOC(C)=O, predict the reaction product. (3) Given the reactants [C:1]([O:5][C:6]([NH:8][C@H:9]([C:23]([O:25][CH3:26])=[O:24])[CH2:10][C:11]1[CH:16]=[CH:15][C:14]([O:17][C@H:18]2[CH2:21][C@H:20](O)[CH2:19]2)=[CH:13][CH:12]=1)=[O:7])([CH3:4])([CH3:3])[CH3:2].C(N(S(F)(F)[F:33])CC)C, predict the reaction product. The product is: [C:1]([O:5][C:6]([NH:8][C@H:9]([C:23]([O:25][CH3:26])=[O:24])[CH2:10][C:11]1[CH:16]=[CH:15][C:14]([O:17][C@H:18]2[CH2:21][C@@H:20]([F:33])[CH2:19]2)=[CH:13][CH:12]=1)=[O:7])([CH3:4])([CH3:3])[CH3:2]. (4) Given the reactants Cl.C([C@@H]1C(OC)=[N:9][C@@H:8]([CH2:13][C@@H:14]([CH:26]([CH3:28])[CH3:27])[CH2:15][C:16]2[CH:21]=[CH:20][C:19]([C:22]([CH3:25])([CH3:24])[CH3:23])=[CH:18][CH:17]=2)[C:7]([O:29]C)=N1)(C)C.[C:31]([O-])(O)=[O:32].[Na+], predict the reaction product. The product is: [CH3:31][O:32][C:7](=[O:29])[C@@H:8]([NH2:9])[CH2:13][C@@H:14]([CH:26]([CH3:27])[CH3:28])[CH2:15][C:16]1[CH:17]=[CH:18][C:19]([C:22]([CH3:24])([CH3:23])[CH3:25])=[CH:20][CH:21]=1. (5) Given the reactants [CH2:1]([O:3][C:4]1[C:5]([I:14])=[CH:6][C:7]([F:13])=[C:8]([CH:12]=1)[C:9]([OH:11])=O)[CH3:2].CN(C(ON1N=NC2C=CC=NC1=2)=[N+](C)C)C.F[P-](F)(F)(F)(F)F.[CH3:39][N:40]1[C:44]([C:45]([F:48])([F:47])[F:46])=[CH:43][C:42]([NH2:49])=[N:41]1.C(N(C(C)C)C(C)C)C, predict the reaction product. The product is: [CH2:1]([O:3][C:4]1[C:5]([I:14])=[CH:6][C:7]([F:13])=[C:8]([CH:12]=1)[C:9]([NH:49][C:42]1[CH:43]=[C:44]([C:45]([F:47])([F:46])[F:48])[N:40]([CH3:39])[N:41]=1)=[O:11])[CH3:2]. (6) Given the reactants [Cl:1][C:2]1[CH:3]=[N:4][C:5]2[N:6]([N:8]=[C:9]([C:11]([OH:13])=O)[CH:10]=2)[CH:7]=1.[CH3:14][N:15]1[C:24]2[C:19](=[CH:20][CH:21]=[C:22]([C:25]3[CH:30]=[CH:29][N:28]=[CH:27][CH:26]=3)[CH:23]=2)[CH2:18][CH2:17][NH:16]1, predict the reaction product. The product is: [Cl:1][C:2]1[CH:3]=[N:4][C:5]2[N:6]([N:8]=[C:9]([C:11]([N:16]3[CH2:17][CH2:18][C:19]4[C:24](=[CH:23][C:22]([C:25]5[CH:30]=[CH:29][N:28]=[CH:27][CH:26]=5)=[CH:21][CH:20]=4)[N:15]3[CH3:14])=[O:13])[CH:10]=2)[CH:7]=1. (7) Given the reactants [CH3:1][C:2]1[CH:7]=[CH:6][C:5]([S:8]([N:11]2[C:17]3[CH:18]=[CH:19][CH:20]=[CH:21][C:16]=3[C:15](=[O:22])[CH:14]([C:23]([O:25][CH2:26][CH3:27])=[O:24])[CH2:13][CH2:12]2)(=[O:10])=[O:9])=[CH:4][CH:3]=1.C([O-])([O-])=O.[K+].[K+].Br[CH2:35][CH2:36][CH2:37][C:38]([O:40][CH2:41][CH3:42])=[O:39], predict the reaction product. The product is: [CH2:26]([O:25][C:23]([C:14]1([CH2:35][CH2:36][CH2:37][C:38]([O:40][CH2:41][CH3:42])=[O:39])[CH2:13][CH2:12][N:11]([S:8]([C:5]2[CH:4]=[CH:3][C:2]([CH3:1])=[CH:7][CH:6]=2)(=[O:10])=[O:9])[C:17]2[CH:18]=[CH:19][CH:20]=[CH:21][C:16]=2[C:15]1=[O:22])=[O:24])[CH3:27].